Dataset: Catalyst prediction with 721,799 reactions and 888 catalyst types from USPTO. Task: Predict which catalyst facilitates the given reaction. (1) Reactant: [CH3:1][O:2][C:3]1[CH:4]=[C:5]2[C:10](=[CH:11][C:12]=1[O:13][CH3:14])[N:9]=[CH:8][CH:7]=[C:6]2[O:15][C:16]1[C:22]([CH3:23])=[CH:21][C:19]([NH2:20])=[C:18]([CH3:24])[CH:17]=1.C1(C)C=CC=CC=1.C(N(CC)CC)C.Cl[C:40](Cl)([O:42]C(=O)OC(Cl)(Cl)Cl)Cl.[CH3:51][O:52][C:53]1[CH:54]=[C:55]([CH:59]=[CH:60][CH:61]=1)[CH:56]([OH:58])[CH3:57]. Product: [CH3:1][O:2][C:3]1[CH:4]=[C:5]2[C:10](=[CH:11][C:12]=1[O:13][CH3:14])[N:9]=[CH:8][CH:7]=[C:6]2[O:15][C:16]1[C:22]([CH3:23])=[CH:21][C:19]([NH:20][C:40](=[O:42])[O:58][CH:56]([C:55]2[CH:59]=[CH:60][CH:61]=[C:53]([O:52][CH3:51])[CH:54]=2)[CH3:57])=[C:18]([CH3:24])[CH:17]=1. The catalyst class is: 2. (2) Reactant: [NH2:1][C:2]1[N:7]=[C:6]([C:8]2[O:9][CH:10]=[CH:11][CH:12]=2)[C:5]([C:13]#[N:14])=[C:4](S(C)=O)[N:3]=1.[OH:18][CH:19]1[CH2:24][CH2:23][N:22]([CH3:25])[CH2:21][CH2:20]1.C1CCN2C(=NCCC2)CC1. Product: [NH2:1][C:2]1[N:7]=[C:6]([C:8]2[O:9][CH:10]=[CH:11][CH:12]=2)[C:5]([C:13]#[N:14])=[C:4]([O:18][CH:19]2[CH2:24][CH2:23][N:22]([CH3:25])[CH2:21][CH2:20]2)[N:3]=1. The catalyst class is: 57.